Dataset: Forward reaction prediction with 1.9M reactions from USPTO patents (1976-2016). Task: Predict the product of the given reaction. Given the reactants Cl[C:2]1[C:11]2[C:6](=[CH:7][CH:8]=[CH:9][CH:10]=2)[C:5]([C:12]2[CH:17]=[CH:16][C:15]([F:18])=[CH:14][CH:13]=2)=[N:4][N:3]=1.[CH2:19]([C@H:21]1[CH2:26][NH:25][CH2:24][CH2:23][N:22]1[C:27]([O:29][C:30]([CH3:33])([CH3:32])[CH3:31])=[O:28])[CH3:20].C([O-])([O-])=O.[K+].[K+].O, predict the reaction product. The product is: [CH2:19]([C@H:21]1[CH2:26][N:25]([C:2]2[C:11]3[C:6](=[CH:7][CH:8]=[CH:9][CH:10]=3)[C:5]([C:12]3[CH:17]=[CH:16][C:15]([F:18])=[CH:14][CH:13]=3)=[N:4][N:3]=2)[CH2:24][CH2:23][N:22]1[C:27]([O:29][C:30]([CH3:31])([CH3:33])[CH3:32])=[O:28])[CH3:20].